This data is from Catalyst prediction with 721,799 reactions and 888 catalyst types from USPTO. The task is: Predict which catalyst facilitates the given reaction. (1) Reactant: [C:1]([NH:8][C@@H:9]([C:19]([OH:21])=O)[CH2:10][O:11][CH2:12][C:13]1[CH:18]=[CH:17][CH:16]=[CH:15][CH:14]=1)([O:3][C:4]([CH3:7])([CH3:6])[CH3:5])=[O:2].[CH2:22]([NH2:29])[C:23]1[CH:28]=[CH:27][CH:26]=[CH:25][CH:24]=1. Product: [CH2:22]([NH:29][C:19](=[O:21])[C@@H:9]([CH2:10][O:11][CH2:12][C:13]1[CH:14]=[CH:15][CH:16]=[CH:17][CH:18]=1)[NH:8][C:1]([O:3][C:4]([CH3:5])([CH3:6])[CH3:7])=[O:2])[C:23]1[CH:28]=[CH:27][CH:26]=[CH:25][CH:24]=1. The catalyst class is: 236. (2) Reactant: [CH:1]1[C:10]2[C:5](=[CH:6][CH:7]=[CH:8][CH:9]=2)[CH:4]=[CH:3][C:2]=1[S:11](Cl)(=[O:13])=[O:12].[CH3:15][CH:16]1[CH2:25][CH2:24][C:23]2[C:18](=[CH:19][CH:20]=[CH:21][C:22]=2[N:26]2[CH2:31][CH2:30][N:29]([C:32]([O:34][C:35]([CH3:38])([CH3:37])[CH3:36])=[O:33])[CH2:28][CH2:27]2)[NH:17]1. Product: [CH3:15][CH:16]1[CH:25]=[CH:24][C:23]2[C:18](=[CH:19][CH:20]=[CH:21][C:22]=2[N:26]2[CH2:27][CH2:28][N:29]([C:32]([O:34][C:35]([CH3:36])([CH3:38])[CH3:37])=[O:33])[CH2:30][CH2:31]2)[N:17]1[S:11]([C:2]1[CH:3]=[CH:4][C:5]2[C:10](=[CH:9][CH:8]=[CH:7][CH:6]=2)[CH:1]=1)(=[O:13])=[O:12]. The catalyst class is: 17. (3) The catalyst class is: 75. Product: [CH3:12][C:13]1([CH3:29])[C:17]([CH3:19])([CH3:18])[O:16][B:15]([C:2]2[CH:3]=[C:4]([C:8]([OH:11])([CH3:10])[CH3:9])[CH:5]=[N:6][CH:7]=2)[O:14]1. Reactant: Br[C:2]1[CH:3]=[C:4]([C:8]([OH:11])([CH3:10])[CH3:9])[CH:5]=[N:6][CH:7]=1.[CH3:12][C:13]1([CH3:29])[C:17]([CH3:19])([CH3:18])[O:16][B:15]([B:15]2[O:16][C:17]([CH3:19])([CH3:18])[C:13]([CH3:29])([CH3:12])[O:14]2)[O:14]1.C([O-])(=O)C.[K+]. (4) Reactant: [CH3:1][C:2]1[CH:7]=[CH:6][C:5]([S:8][C:9]2[CH:14]=[CH:13][C:12]([OH:15])=[CH:11][CH:10]=2)=[C:4]([NH:16][C:17]2[C:26]3[C:21](=[N:22][C:23]([CH3:27])=[CH:24][CH:25]=3)[N:20]=[CH:19][CH:18]=2)[CH:3]=1.[CH3:28][N:29]([CH3:44])[C:30]1[CH:39]=[CH:38][CH:37]=[C:36]2[C:31]=1[CH:32]=[CH:33][CH:34]=[C:35]2[S:40](Cl)(=[O:42])=[O:41].C(N(CC)C(C)C)(C)C. Product: [CH3:1][C:2]1[CH:7]=[CH:6][C:5]([S:8][C:9]2[CH:10]=[CH:11][C:12]([O:15][S:40]([C:35]3[C:36]4[C:31](=[C:30]([N:29]([CH3:44])[CH3:28])[CH:39]=[CH:38][CH:37]=4)[CH:32]=[CH:33][CH:34]=3)(=[O:42])=[O:41])=[CH:13][CH:14]=2)=[C:4]([NH:16][C:17]2[C:26]3[C:21](=[N:22][C:23]([CH3:27])=[CH:24][CH:25]=3)[N:20]=[CH:19][CH:18]=2)[CH:3]=1. The catalyst class is: 2. (5) Reactant: [CH3:1][N:2]([CH3:61])[CH:3]1[CH2:8][CH2:7][CH:6]([NH:9][C:10]([C:12]2[CH:17]=[CH:16][C:15]([C:18]3[CH:23]=[CH:22][C:21]([CH2:24][C@H:25]([NH:42][C:43]([C@H:45]4[CH2:50][CH2:49][C@H:48]([CH2:51][NH:52]C(=O)OC(C)(C)C)[CH2:47][CH2:46]4)=[O:44])[C:26](=[O:41])[NH:27][C:28]4[CH:40]=[CH:39][C:31]5[NH:32][C:33]([C:35]([F:38])([F:37])[F:36])=[N:34][C:30]=5[CH:29]=4)=[CH:20][CH:19]=3)=[C:14]([CH3:60])[CH:13]=2)=[O:11])[CH2:5][CH2:4]1.[ClH:62]. Product: [ClH:62].[NH2:52][CH2:51][C@H:48]1[CH2:49][CH2:50][C@H:45]([C:43]([NH:42][C@H:25]([C:26](=[O:41])[NH:27][C:28]2[CH:40]=[CH:39][C:31]3[NH:32][C:33]([C:35]([F:38])([F:36])[F:37])=[N:34][C:30]=3[CH:29]=2)[CH2:24][C:21]2[CH:22]=[CH:23][C:18]([C:15]3[CH:16]=[CH:17][C:12]([C:10]([NH:9][CH:6]4[CH2:5][CH2:4][CH:3]([N:2]([CH3:61])[CH3:1])[CH2:8][CH2:7]4)=[O:11])=[CH:13][C:14]=3[CH3:60])=[CH:19][CH:20]=2)=[O:44])[CH2:46][CH2:47]1. The catalyst class is: 12. (6) Reactant: [C:1](Cl)(=[O:3])[CH3:2].[F:5][C:6]([F:30])([F:29])[C:7]1[C:15]2[CH2:14][CH2:13][NH:12][CH2:11][C:10]=2[N:9]([C:16]2[CH:21]=[CH:20][C:19]([CH2:22][N:23]3[CH2:27][CH2:26][CH2:25][C:24]3=[O:28])=[CH:18][CH:17]=2)[N:8]=1.CCN(C(C)C)C(C)C. Product: [C:1]([N:12]1[CH2:13][CH2:14][C:15]2[C:7]([C:6]([F:30])([F:5])[F:29])=[N:8][N:9]([C:16]3[CH:21]=[CH:20][C:19]([CH2:22][N:23]4[CH2:27][CH2:26][CH2:25][C:24]4=[O:28])=[CH:18][CH:17]=3)[C:10]=2[CH2:11]1)(=[O:3])[CH3:2]. The catalyst class is: 2. (7) Reactant: O.[NH2:2][NH2:3].[Cl:4][C:5]1[CH:36]=[CH:35][CH:34]=[CH:33][C:6]=1[CH2:7][C:8]([C:26](=O)[CH:27]([O:30][CH3:31])[O:28][CH3:29])=[C:9]([N:12]1[CH2:17][CH2:16][CH2:15][C@@H:14]([NH:18][C:19](=[O:25])[O:20][C:21]([CH3:24])([CH3:23])[CH3:22])[CH2:13]1)SC.O. Product: [Cl:4][C:5]1[CH:36]=[CH:35][CH:34]=[CH:33][C:6]=1[CH2:7][C:8]1[C:26]([CH:27]([O:30][CH3:31])[O:28][CH3:29])=[N:2][NH:3][C:9]=1[N:12]1[CH2:17][CH2:16][CH2:15][C@@H:14]([NH:18][C:19](=[O:25])[O:20][C:21]([CH3:23])([CH3:24])[CH3:22])[CH2:13]1. The catalyst class is: 9.